Dataset: Full USPTO retrosynthesis dataset with 1.9M reactions from patents (1976-2016). Task: Predict the reactants needed to synthesize the given product. (1) The reactants are: [Cl:1][C:2]1[CH:3]=[CH:4][C:5]([OH:23])=[C:6]([CH:22]=1)[C:7]([NH:9][C@H:10]([C:12]1[CH:21]=[CH:20][C:15]([C:16]([O:18][CH3:19])=[O:17])=[CH:14][CH:13]=1)[CH3:11])=[O:8].[Cl:24][C:25]1[CH:30]=[C:29]([F:31])[CH:28]=[CH:27][C:26]=1[CH2:32]O. Given the product [Cl:1][C:2]1[CH:3]=[CH:4][C:5]([O:23][CH2:32][C:26]2[CH:27]=[CH:28][C:29]([F:31])=[CH:30][C:25]=2[Cl:24])=[C:6]([CH:22]=1)[C:7]([NH:9][C@H:10]([C:12]1[CH:21]=[CH:20][C:15]([C:16]([O:18][CH3:19])=[O:17])=[CH:14][CH:13]=1)[CH3:11])=[O:8], predict the reactants needed to synthesize it. (2) Given the product [C:14]1([S:11]([N:6]2[C:7]3[C:3](=[C:2]([CH:20]=[CH2:21])[CH:10]=[CH:9][CH:8]=3)[CH:4]=[CH:5]2)(=[O:13])=[O:12])[CH:19]=[CH:18][CH:17]=[CH:16][CH:15]=1, predict the reactants needed to synthesize it. The reactants are: Br[C:2]1[CH:10]=[CH:9][CH:8]=[C:7]2[C:3]=1[CH:4]=[CH:5][N:6]2[S:11]([C:14]1[CH:19]=[CH:18][CH:17]=[CH:16][CH:15]=1)(=[O:13])=[O:12].[CH:20]([SnH3])=[CH2:21].C(Cl)Cl. (3) Given the product [Cl:40][C:2]([Cl:1])([Cl:39])[CH2:3][O:4][C:5]([C@@H:7]1[CH2:12][CH2:11][CH2:10][N:9]([C:13](=[O:38])[C@@H:14]([NH:30][C:31](=[O:37])[C@@H:32]([NH:36][C:41](=[O:46])[CH2:42][CH2:43][CH:44]=[CH2:45])[CH:33]([CH3:35])[CH3:34])[CH2:15][C:16]2[CH:21]=[CH:20][CH:19]=[C:18]([O:22][Si:23]([C:26]([CH3:27])([CH3:28])[CH3:29])([CH3:25])[CH3:24])[CH:17]=2)[NH:8]1)=[O:6], predict the reactants needed to synthesize it. The reactants are: [Cl:1][C:2]([Cl:40])([Cl:39])[CH2:3][O:4][C:5]([C@@H:7]1[CH2:12][CH2:11][CH2:10][N:9]([C:13](=[O:38])[C@@H:14]([NH:30][C:31](=[O:37])[C@@H:32]([NH2:36])[CH:33]([CH3:35])[CH3:34])[CH2:15][C:16]2[CH:21]=[CH:20][CH:19]=[C:18]([O:22][Si:23]([C:26]([CH3:29])([CH3:28])[CH3:27])([CH3:25])[CH3:24])[CH:17]=2)[NH:8]1)=[O:6].[C:41](O)(=[O:46])[CH2:42][CH2:43][CH:44]=[CH2:45].C(N(CC)C(C)C)(C)C.C[NH3+].F[P-](F)(F)(F)(F)F.N1(OC(N(C)C)=[N+](C)C)C2N=CC=CC=2N=N1.F[P-](F)(F)(F)(F)F. (4) Given the product [ClH:39].[CH3:1][O:2][C:3](=[O:30])[C@@H:4]([NH2:10])[C@H:5]([N:7]=[N+:8]=[N-:9])[CH3:6], predict the reactants needed to synthesize it. The reactants are: [CH3:1][O:2][C:3](=[O:30])[C@@H:4]([NH:10]C(C1C=CC=CC=1)(C1C=CC=CC=1)C1C=CC=CC=1)[C@H:5]([N:7]=[N+:8]=[N-:9])[CH3:6].C(O)(C(F)(F)F)=O.C(Cl)[Cl:39]. (5) Given the product [Br:1][C:2]1[CH:10]=[CH:9][C:8]([S:11]([CH:14]([CH3:16])[CH3:15])(=[O:13])=[O:12])=[CH:7][C:3]=1[C:4]([NH2:18])=[O:5], predict the reactants needed to synthesize it. The reactants are: [Br:1][C:2]1[CH:10]=[CH:9][C:8]([S:11]([CH:14]([CH3:16])[CH3:15])(=[O:13])=[O:12])=[CH:7][C:3]=1[C:4](O)=[O:5].C[N:18](C(ON1N=NC2C=CC=NC1=2)=[N+](C)C)C.F[P-](F)(F)(F)(F)F.C(N(C(C)C)CC)(C)C. (6) Given the product [F:19][C:14]1[CH:13]=[C:12]([CH:17]=[CH:16][C:15]=1[F:18])[CH2:11][CH:8]1[CH2:9][O:20][C:6](=[O:5])[NH:7]1, predict the reactants needed to synthesize it. The reactants are: C([O:5][C:6](=[O:20])[NH:7][CH:8]([CH2:11][C:12]1[CH:17]=[CH:16][C:15]([F:18])=[C:14]([F:19])[CH:13]=1)[CH2:9]O)(C)(C)C.[H-].[Na+].